The task is: Regression. Given a peptide amino acid sequence and an MHC pseudo amino acid sequence, predict their binding affinity value. This is MHC class II binding data.. This data is from Peptide-MHC class II binding affinity with 134,281 pairs from IEDB. The peptide sequence is YNTDGSTDYGILQINSR. The MHC is DRB1_1201 with pseudo-sequence DRB1_1201. The binding affinity (normalized) is 0.0582.